Dataset: Full USPTO retrosynthesis dataset with 1.9M reactions from patents (1976-2016). Task: Predict the reactants needed to synthesize the given product. (1) Given the product [CH:1]1([NH:4][C:5](=[O:31])[C:6]2[CH:11]=[CH:10][C:9]([CH3:12])=[C:8]([N:13]3[C:22](=[O:23])[C:21]4[C:16](=[CH:17][CH:18]=[C:19]([O:24][CH:45]5[CH2:44][CH2:14][N:13]([CH3:22])[CH2:8][CH2:7]5)[CH:20]=4)[N:15]=[CH:14]3)[CH:7]=2)[CH2:2][CH2:3]1, predict the reactants needed to synthesize it. The reactants are: [CH:1]1([NH:4][C:5](=[O:31])[C:6]2[CH:11]=[CH:10][C:9]([CH3:12])=[C:8]([N:13]3[C:22](=[O:23])[C:21]4[C:16](=[CH:17][CH:18]=[C:19]([O:24]N5CCCCC5)[CH:20]=4)[N:15]=[CH:14]3)[CH:7]=2)[CH2:3][CH2:2]1.IC.C(=O)([O-])[O-].[K+].[K+].C(O[CH2:44][CH3:45])(=O)C. (2) The reactants are: [CH3:1][C@@H:2]1[O:7][CH2:6][C@@H:5]2[CH2:8][CH2:9][C@@H:10]([C:12]([O:14]C)=[O:13])[CH2:11][N:4]2[C:3]1=[O:16].O[Li].O. Given the product [CH3:1][C@@H:2]1[O:7][CH2:6][C@@H:5]2[CH2:8][CH2:9][C@@H:10]([C:12]([OH:14])=[O:13])[CH2:11][N:4]2[C:3]1=[O:16], predict the reactants needed to synthesize it. (3) Given the product [CH3:39][C:32]1([CH3:40])[CH2:31][C@H:30]([NH:29][C:27]2[C:26]([C:41]#[N:42])=[CH:25][N:24]=[C:23]([NH:1][C:2]3[CH:7]=[C:6]([N:8]4[C:12](=[O:13])[N:11]([CH3:14])[N:10]=[N:9]4)[C:5]([O:15][CH2:16][C:17]([OH:20])([CH3:19])[CH3:18])=[CH:4][C:3]=3[F:21])[N:28]=2)[CH2:38][C@H:37]2[N:33]1[CH2:34][CH2:35][CH2:36]2, predict the reactants needed to synthesize it. The reactants are: [NH2:1][C:2]1[C:3]([F:21])=[CH:4][C:5]([O:15][CH2:16][C:17]([OH:20])([CH3:19])[CH3:18])=[C:6]([N:8]2[C:12](=[O:13])[N:11]([CH3:14])[N:10]=[N:9]2)[CH:7]=1.Cl[C:23]1[N:28]=[C:27]([NH:29][C@@H:30]2[CH2:38][C@H:37]3[N:33]([CH2:34][CH2:35][CH2:36]3)[C:32]([CH3:40])([CH3:39])[CH2:31]2)[C:26]([C:41]#[N:42])=[CH:25][N:24]=1.C1(S(O)(=O)=O)C=CC=CC=1. (4) Given the product [Br:1][C:2]1[CH:3]=[C:4]([CH:8]=[O:9])[S:5][C:6]=1[S:22]([C:18]1[CH:17]=[N:16][CH:21]=[CH:20][CH:19]=1)(=[O:24])=[O:23], predict the reactants needed to synthesize it. The reactants are: [Br:1][C:2]1[CH:3]=[C:4]([CH:8]=[O:9])[S:5][C:6]=1Br.N1C=CC=CC=1.[N:16]1[CH:21]=[CH:20][CH:19]=[C:18]([S:22]([O-:24])=[O:23])[CH:17]=1.[Na+].O. (5) Given the product [F:1][C:2]1[C:7]([O:8][C:9]2[CH:14]=[CH:13][CH:12]=[CH:11][CH:10]=2)=[C:6]([F:15])[CH:5]=[CH:4][C:3]=1[CH:16]([NH2:21])[CH2:17][NH2:18], predict the reactants needed to synthesize it. The reactants are: [F:1][C:2]1[C:7]([O:8][C:9]2[CH:14]=[CH:13][CH:12]=[CH:11][CH:10]=2)=[C:6]([F:15])[CH:5]=[CH:4][C:3]=1[CH:16]([NH2:21])[CH2:17][N+:18]([O-])=O.Cl. (6) Given the product [O:24]1[C:25]2[CH:30]=[CH:29][CH:28]=[CH:27][C:26]=2[C:22]([NH:15][C:12]2[CH:13]=[N:14][C:9]([O:8][C:7]3[C:2]([CH3:1])=[N:3][CH:4]=[CH:5][CH:6]=3)=[CH:10][CH:11]=2)=[N:23]1, predict the reactants needed to synthesize it. The reactants are: [CH3:1][C:2]1[C:7]([O:8][C:9]2[N:14]=[CH:13][C:12]([NH2:15])=[CH:11][CH:10]=2)=[CH:6][CH:5]=[CH:4][N:3]=1.C([Li])CCC.Cl[C:22]1[C:26]2[CH:27]=[CH:28][CH:29]=[CH:30][C:25]=2[O:24][N:23]=1.[Cl-].[NH4+].